Task: Predict the reactants needed to synthesize the given product.. Dataset: Full USPTO retrosynthesis dataset with 1.9M reactions from patents (1976-2016) (1) Given the product [Br:1][C:2]1[N:6]([CH3:7])[N:5]=[CH:4][C:3]=1[CH2:8][OH:9], predict the reactants needed to synthesize it. The reactants are: [Br:1][C:2]1[N:6]([CH3:7])[N:5]=[CH:4][C:3]=1[C:8](OCC)=[O:9].[H-].C([Al+]CC(C)C)C(C)C.C(C(C(C([O-])=O)O)O)([O-])=O.[K+].[Na+]. (2) The reactants are: [C:1]([O:9]CC)(=O)[CH2:2][C:3]([O:5][CH2:6][CH3:7])=[O:4].[H-].[Na+].[H][H].F[C:17]1[CH:36]=[CH:35][C:20]([CH2:21][N:22]2[C:27]3[CH:28]=[CH:29][C:30]([CH3:32])=[CH:31][C:26]=3[C:25](=O)[O:24]C2=O)=[CH:19][CH:18]=1.Cl. Given the product [CH2:6]([O:5][C:3]([C:2]1[C:1](=[O:9])[N:22]([CH2:21][C:20]2[CH:19]=[CH:18][CH:17]=[CH:36][CH:35]=2)[C:27]2[C:26]([C:25]=1[OH:24])=[CH:31][C:30]([CH3:32])=[CH:29][CH:28]=2)=[O:4])[CH3:7], predict the reactants needed to synthesize it. (3) Given the product [CH3:30][C:29]([CH3:31])([CH3:32])[CH:28]([C:10]1[CH:11]=[C:12]([CH:13]=[CH:14][C:9]=1[C:7]1[CH:6]=[CH:5][NH:4][N:1]=1)[O:15][CH2:16][C:17]1[CH:26]=[CH:25][C:24]2[C:19](=[CH:20][CH:21]=[C:22]([F:27])[CH:23]=2)[N:18]=1)[C:33]1[CH:38]=[CH:37][CH:36]=[CH:35][CH:34]=1, predict the reactants needed to synthesize it. The reactants are: [NH2:1]N.C[N:4](C)/[CH:5]=[CH:6]/[C:7]([C:9]1[CH:14]=[CH:13][C:12]([O:15][CH2:16][C:17]2[CH:26]=[CH:25][C:24]3[C:19](=[CH:20][CH:21]=[C:22]([F:27])[CH:23]=3)[N:18]=2)=[CH:11][C:10]=1[CH:28]([C:33]1[CH:38]=[CH:37][CH:36]=[CH:35][CH:34]=1)[C:29]([CH3:32])([CH3:31])[CH3:30])=O. (4) Given the product [CH3:6][O:5][C:1]([C:2]1[S:3][C:11]([C:15]2[CH:20]=[CH:19][CH:18]=[C:17]([Cl:21])[CH:16]=2)=[CH:12][C:13]=1[NH2:14])=[O:4], predict the reactants needed to synthesize it. The reactants are: [C:1]([O:5][CH3:6])(=[O:4])[CH2:2][SH:3].C[O-].[Na+].Cl[C:11]([C:15]1[CH:20]=[CH:19][CH:18]=[C:17]([Cl:21])[CH:16]=1)=[CH:12][C:13]#[N:14].